From a dataset of Full USPTO retrosynthesis dataset with 1.9M reactions from patents (1976-2016). Predict the reactants needed to synthesize the given product. The reactants are: [O:1]1[CH2:6][CH2:5][N:4]([C:7]2[CH:15]=[CH:14][C:10]([C:11]([OH:13])=O)=[CH:9][C:8]=2[C:16]([F:19])([F:18])[F:17])[CH2:3][CH2:2]1.CN(C(ON1N=NC2C=CC=NC1=2)=[N+](C)C)C.F[P-](F)(F)(F)(F)F.C(N(CC)C(C)C)(C)C.[CH3:53][C:54]1[CH:60]=[CH:59][C:57]([NH2:58])=[CH:56][C:55]=1[N+:61]([O-:63])=[O:62]. Given the product [CH3:53][C:54]1[CH:60]=[CH:59][C:57]([NH:58][C:11](=[O:13])[C:10]2[CH:14]=[CH:15][C:7]([N:4]3[CH2:3][CH2:2][O:1][CH2:6][CH2:5]3)=[C:8]([C:16]([F:19])([F:18])[F:17])[CH:9]=2)=[CH:56][C:55]=1[N+:61]([O-:63])=[O:62], predict the reactants needed to synthesize it.